Dataset: Full USPTO retrosynthesis dataset with 1.9M reactions from patents (1976-2016). Task: Predict the reactants needed to synthesize the given product. The reactants are: [N:1]12[CH2:8][CH2:7][C:4]([CH2:9][NH:10][CH2:11][C:12]3[C:20]4[C:19]([C:21]([O-])=[O:22])=[CH:18][CH:17]=[CH:16][C:15]=4[NH:14][N:13]=3)([CH2:5][CH2:6]1)[CH2:3][CH2:2]2.[Li+].C(N(CC)C(C)C)(C)C.CCCP1(OP(CCC)(=O)OP(CCC)(=O)O1)=O. Given the product [N:1]12[CH2:8][CH2:7][C:4]([CH2:9][N:10]3[CH2:11][C:12]4=[N:13][NH:14][C:15]5[C:20]4=[C:19]([CH:18]=[CH:17][CH:16]=5)[C:21]3=[O:22])([CH2:3][CH2:2]1)[CH2:5][CH2:6]2, predict the reactants needed to synthesize it.